From a dataset of NCI-60 drug combinations with 297,098 pairs across 59 cell lines. Regression. Given two drug SMILES strings and cell line genomic features, predict the synergy score measuring deviation from expected non-interaction effect. Drug 1: C1=CC(=C2C(=C1NCCNCCO)C(=O)C3=C(C=CC(=C3C2=O)O)O)NCCNCCO. Drug 2: C1CN(CCN1C(=O)CCBr)C(=O)CCBr. Cell line: OVCAR-4. Synergy scores: CSS=25.0, Synergy_ZIP=-4.47, Synergy_Bliss=1.83, Synergy_Loewe=-47.4, Synergy_HSA=0.952.